Dataset: NCI-60 drug combinations with 297,098 pairs across 59 cell lines. Task: Regression. Given two drug SMILES strings and cell line genomic features, predict the synergy score measuring deviation from expected non-interaction effect. Drug 1: CN1C(=O)N2C=NC(=C2N=N1)C(=O)N. Drug 2: C1=NNC2=C1C(=O)NC=N2. Cell line: U251. Synergy scores: CSS=-0.785, Synergy_ZIP=-0.987, Synergy_Bliss=-2.58, Synergy_Loewe=-6.04, Synergy_HSA=-6.20.